Dataset: Reaction yield outcomes from USPTO patents with 853,638 reactions. Task: Predict the reaction yield, written as a fraction of the theoretical maximum amount of product (1.0 means a 100% yield; for example, 0.34 means a 34% yield). The reactants are [CH:1]([C:3]1[CH:18]=[CH:17][C:6]([O:7][C:8]2[CH:16]=[CH:15][C:11]([C:12]([NH2:14])=[O:13])=[CH:10][CH:9]=2)=[CH:5][CH:4]=1)=O.[CH2:19]([NH2:26])[C:20]1[CH:25]=[CH:24][CH:23]=[CH:22][CH:21]=1.[BH4-].[Na+]. The catalyst is CO. The product is [CH2:19]([NH:26][CH2:1][C:3]1[CH:18]=[CH:17][C:6]([O:7][C:8]2[CH:16]=[CH:15][C:11]([C:12]([NH2:14])=[O:13])=[CH:10][CH:9]=2)=[CH:5][CH:4]=1)[C:20]1[CH:25]=[CH:24][CH:23]=[CH:22][CH:21]=1. The yield is 0.460.